Predict hERG channel inhibition at various concentrations. From a dataset of hERG Central: cardiac toxicity at 1µM, 10µM, and general inhibition. (1) The drug is O=C(c1cccc(Cl)c1)N1CCC(C(=O)N2CCN(Cc3ccccc3)CC2)CC1. Results: hERG_inhib (hERG inhibition (general)): blocker. (2) The molecule is CCS(=O)(=O)N1CCCC(C(=O)NCCN2CCC(Cc3ccccc3)CC2)C1. Results: hERG_inhib (hERG inhibition (general)): blocker. (3) The molecule is Cc1sc2nc(C(C)C)nc(SCC(=O)N3CCN(C(=O)c4ccco4)CC3)c2c1C. Results: hERG_inhib (hERG inhibition (general)): blocker. (4) The compound is COCc1cc(CN2CCCC(C(=O)c3cccc(C(F)(F)F)c3)C2)ccc1OC. Results: hERG_inhib (hERG inhibition (general)): blocker. (5) The drug is CCSc1nnc(-c2cccc(S(=O)(=O)N(CC)CC)c2)n1Cc1ccccc1. Results: hERG_inhib (hERG inhibition (general)): blocker. (6) The molecule is Cc1cc(N2CCN(C)CC2)nc2ccc(NC(=O)c3ccc(Br)o3)cc12. Results: hERG_inhib (hERG inhibition (general)): blocker. (7) The drug is CC(=O)c1ccc(N2CCN(C(=O)c3cn(Cc4ccccc4)nc3-c3cccnc3)CC2)c(F)c1. Results: hERG_inhib (hERG inhibition (general)): blocker. (8) The drug is CC(=O)Nc1ccc2nc(CN3CCC(CO)(CCc4ccccc4)CC3)ccc2c1. Results: hERG_inhib (hERG inhibition (general)): blocker. (9) The compound is CCCC(C)NC(=O)c1cc(S(=O)(=O)N2CCCCCC2)ccc1OC. Results: hERG_inhib (hERG inhibition (general)): blocker. (10) Results: hERG_inhib (hERG inhibition (general)): blocker. The compound is Cc1cc(NCCCn2ccnc2)n2ncc(-c3ccc(Cl)cc3)c2n1.